From a dataset of Full USPTO retrosynthesis dataset with 1.9M reactions from patents (1976-2016). Predict the reactants needed to synthesize the given product. (1) Given the product [C:64]([O:67][C:68]([N:70]1[CH2:75][CH2:74][CH:73]([NH:76][C:25](=[O:26])[C:24]2[CH:28]=[CH:29][C:21]([NH:20][C:18]3[N:17]=[CH:16][C:7]4[N:8]([CH3:15])[C:9](=[O:14])[C:10]([F:12])([F:13])[CH2:11][N:5]([CH:1]5[CH2:4][CH2:3][CH2:2]5)[C:6]=4[N:19]=3)=[C:22]([O:30][CH3:31])[CH:23]=2)[CH2:72][CH2:71]1)=[O:69])([CH3:63])([CH3:65])[CH3:66], predict the reactants needed to synthesize it. The reactants are: [CH:1]1([N:5]2[CH2:11][C:10]([F:13])([F:12])[C:9](=[O:14])[N:8]([CH3:15])[C:7]3[CH:16]=[N:17][C:18]([NH:20][C:21]4[CH:29]=[CH:28][C:24]([C:25](O)=[O:26])=[CH:23][C:22]=4[O:30][CH3:31])=[N:19][C:6]2=3)[CH2:4][CH2:3][CH2:2]1.C(N(CC)CC)C.F[P-](F)(F)(F)(F)F.CN(C(N(C)C)=[N+]1C2C(=NC=CC=2)[N+]([O-])=N1)C.[CH3:63][C:64]([O:67][C:68]([N:70]1[CH2:75][CH2:74][CH:73]([NH2:76])[CH2:72][CH2:71]1)=[O:69])([CH3:66])[CH3:65]. (2) The reactants are: [CH3:1][C:2]1([CH3:14])[C:8]2[CH:9]=[CH:10][CH:11]=[CH:12][C:7]=2[C:6](=[O:13])[CH2:5][CH2:4][CH2:3]1.[BH4-].[Na+]. Given the product [CH3:1][C:2]1([CH3:14])[C:8]2[CH:9]=[CH:10][CH:11]=[CH:12][C:7]=2[CH:6]([OH:13])[CH2:5][CH2:4][CH2:3]1, predict the reactants needed to synthesize it. (3) Given the product [CH2:1]([C:17]1[CH:25]=[C:21]([C:22]([O-:24])=[O:23])[C:20]([OH:26])=[CH:19][CH:18]=1)[CH2:2][CH2:3][CH2:4][CH2:5][CH2:6][CH2:7][CH2:8][CH2:9][CH2:10][CH2:11][CH2:12][CH2:13][CH2:14][CH2:15][CH3:16].[Ca+2:61].[CH2:1]([C:17]1[CH:25]=[C:21]([C:22]([O-:24])=[O:23])[C:20]([OH:26])=[CH:19][CH:18]=1)[CH2:2][CH2:3][CH2:4][CH2:5][CH2:6][CH2:7][CH2:8][CH2:9][CH2:10][CH2:11][CH2:12][CH2:13][CH2:14][CH2:15][CH3:16], predict the reactants needed to synthesize it. The reactants are: [CH2:1]([C:17]1[CH:25]=[C:21]([C:22]([OH:24])=[O:23])[C:20]([OH:26])=[CH:19][CH:18]=1)[CH2:2][CH2:3][CH2:4][CH2:5][CH2:6][CH2:7][CH2:8][CH2:9][CH2:10][CH2:11][CH2:12][CH2:13][CH2:14][CH2:15][CH3:16].C(O)(=O)C1C(=CC=CC=1)O.C(C1C=CC(O)=CC=1)CCCCCCCCCCCCCCC.[OH-].[Ca+2:61].[OH-]. (4) Given the product [CH3:14][O:13][P:11]([CH2:10][CH2:9][O:8][CH2:7][C:5](=[CH2:6])[C:4]([OH:17])=[O:3])([O:15][CH3:16])=[O:12], predict the reactants needed to synthesize it. The reactants are: C([O:3][C:4](=[O:17])[C:5]([CH2:7][O:8][CH2:9][CH2:10][P:11]([O:15][CH3:16])([O:13][CH3:14])=[O:12])=[CH2:6])C.[OH-].[Na+].